This data is from Full USPTO retrosynthesis dataset with 1.9M reactions from patents (1976-2016). The task is: Predict the reactants needed to synthesize the given product. (1) Given the product [Cl:1][C:2]1[CH:9]=[CH:8][CH:7]=[CH:6][C:3]=1[CH:4]1[C:18]([C:19]([O:21][CH2:22][CH3:23])=[O:20])=[C:17]([CH2:24][CH2:25][CH3:26])[NH:10][C:11]2=[N:12][NH:13][CH:14]=[C:15]12, predict the reactants needed to synthesize it. The reactants are: [Cl:1][C:2]1[CH:9]=[CH:8][CH:7]=[CH:6][C:3]=1[CH:4]=O.[NH2:10][C:11]1[CH:15]=[CH:14][NH:13][N:12]=1.O=[C:17]([CH2:24][CH2:25][CH3:26])[CH2:18][C:19]([O:21][CH2:22][CH3:23])=[O:20]. (2) Given the product [CH2:5]([O:4][CH:3]1[N:7]2[CH:11]=[CH:10][C:9]([CH3:12])=[C:8]2[C:13](=[O:14])[NH:1][CH:2]1[C:17]([O:19][CH2:20][CH3:21])=[O:18])[CH3:6], predict the reactants needed to synthesize it. The reactants are: [NH2:1][CH:2]([C:17]([O:19][CH2:20][CH3:21])=[O:18])[CH:3]([N:7]1[CH:11]=[CH:10][C:9]([CH3:12])=[C:8]1[C:13](OC)=[O:14])[O:4][CH2:5][CH3:6].